This data is from Forward reaction prediction with 1.9M reactions from USPTO patents (1976-2016). The task is: Predict the product of the given reaction. (1) The product is: [C:1]([C:5]1[O:9][N:8]=[C:7]([NH:10][C:11]([NH:13][C:14]2[CH:19]=[CH:18][CH:17]=[C:16]([S:20][C:21]3[C:30]4[C:25](=[CH:26][C:27]([O:33][CH2:34][CH2:35][N:37]5[CH2:41][CH2:40][CH2:39][CH2:38]5)=[C:28]([O:31][CH3:32])[CH:29]=4)[N:24]=[CH:23][N:22]=3)[CH:15]=2)=[O:12])[CH:6]=1)([CH3:4])([CH3:3])[CH3:2]. Given the reactants [C:1]([C:5]1[O:9][N:8]=[C:7]([NH:10][C:11]([NH:13][C:14]2[CH:19]=[CH:18][CH:17]=[C:16]([S:20][C:21]3[C:30]4[C:25](=[CH:26][C:27]([O:33][CH2:34][CH2:35]Cl)=[C:28]([O:31][CH3:32])[CH:29]=4)[N:24]=[CH:23][N:22]=3)[CH:15]=2)=[O:12])[CH:6]=1)([CH3:4])([CH3:3])[CH3:2].[NH:37]1[CH2:41][CH2:40][CH2:39][CH2:38]1, predict the reaction product. (2) Given the reactants [N+:1]([C:4]1[CH:9]=[CH:8][C:7](F)=[CH:6][CH:5]=1)([O-:3])=[O:2].C(COC1C=CC=CC=1O)(O)=O.[O-]CCCC.[K+], predict the reaction product. The product is: [N+:1]([C:4]1[CH:9]=[CH:8][CH:7]=[CH:6][CH:5]=1)([O-:3])=[O:2].